From a dataset of Forward reaction prediction with 1.9M reactions from USPTO patents (1976-2016). Predict the product of the given reaction. The product is: [CH2:7]([O:6][C:4]([C:3]1[C:9]2[CH2:14][CH2:13][CH2:12][CH2:11][C:10]=2[N:16]([C:17]2[C:18]([C:26]([OH:28])=[O:27])=[CH:19][C:20]3[O:24][CH2:23][O:22][C:21]=3[CH:25]=2)[CH:2]=1)=[O:5])[CH3:8]. Given the reactants O=[CH:2][CH:3]([CH:9]1[CH2:14][CH2:13][CH2:12][CH2:11][C:10]1=O)[C:4]([O:6][CH2:7][CH3:8])=[O:5].[NH2:16][C:17]1[C:18]([C:26]([OH:28])=[O:27])=[CH:19][C:20]2[O:24][CH2:23][O:22][C:21]=2[CH:25]=1, predict the reaction product.